This data is from Reaction yield outcomes from USPTO patents with 853,638 reactions. The task is: Predict the reaction yield, written as a fraction of the theoretical maximum amount of product (1.0 means a 100% yield; for example, 0.34 means a 34% yield). The reactants are Cl[C:2]1[C:7]([C:8]#[N:9])=[CH:6][N:5]=[C:4]2[C:10]3[CH:16]=[CH:15][CH:14]=[CH:13][C:11]=3[O:12][C:3]=12.[O:17]([C:24]1[CH:30]=[CH:29][C:27]([NH2:28])=[CH:26][CH:25]=1)[C:18]1[CH:23]=[CH:22][CH:21]=[CH:20][CH:19]=1. The catalyst is C(OCCO)C. The product is [O:17]([C:24]1[CH:25]=[CH:26][C:27]([NH:28][C:2]2[C:7]([C:8]#[N:9])=[CH:6][N:5]=[C:4]3[C:10]4[CH:16]=[CH:15][CH:14]=[CH:13][C:11]=4[O:12][C:3]=23)=[CH:29][CH:30]=1)[C:18]1[CH:23]=[CH:22][CH:21]=[CH:20][CH:19]=1. The yield is 0.350.